From a dataset of NCI-60 drug combinations with 297,098 pairs across 59 cell lines. Regression. Given two drug SMILES strings and cell line genomic features, predict the synergy score measuring deviation from expected non-interaction effect. (1) Drug 1: CC1=CC=C(C=C1)C2=CC(=NN2C3=CC=C(C=C3)S(=O)(=O)N)C(F)(F)F. Drug 2: C1=NNC2=C1C(=O)NC=N2. Cell line: NCI-H226. Synergy scores: CSS=-2.84, Synergy_ZIP=0.396, Synergy_Bliss=-1.49, Synergy_Loewe=-4.65, Synergy_HSA=-3.81. (2) Drug 1: C1=NC2=C(N1)C(=S)N=C(N2)N. Drug 2: CCC1(CC2CC(C3=C(CCN(C2)C1)C4=CC=CC=C4N3)(C5=C(C=C6C(=C5)C78CCN9C7C(C=CC9)(C(C(C8N6C=O)(C(=O)OC)O)OC(=O)C)CC)OC)C(=O)OC)O.OS(=O)(=O)O. Cell line: U251. Synergy scores: CSS=38.2, Synergy_ZIP=-2.01, Synergy_Bliss=-0.354, Synergy_Loewe=-11.5, Synergy_HSA=0.948.